From a dataset of Experimentally validated miRNA-target interactions with 360,000+ pairs, plus equal number of negative samples. Binary Classification. Given a miRNA mature sequence and a target amino acid sequence, predict their likelihood of interaction. (1) The miRNA is hsa-miR-6514-3p with sequence CUGCCUGUUCUUCCACUCCAG. The protein sequence of the target gene is MAFRQALQLAACGLAGGSAAVLFSAVAVGKPRGGGDADTRATEPPAWTGARAGRGVWDTNWDRREPLSLINLKKRNVESGEDELTSRLDHYKAKATRHIFLIRHSQYHVDGSLEKDRTLTPLGREQAELTGLRLASLGLKFNKIVHSSMTRAVETTDIISKHLPGVSRVSTDLLREGAPIEPDPPVSHWKPEAVQYYEDGARIEAAFRNYIHRADARQEEDSYEIFICHANVIRYIVCRALQFPPEGWLRLSLNNGSITHLVIRPNGRVALRTLGDTGFMPPDKITRS. Result: 0 (no interaction). (2) The miRNA is hsa-miR-6787-3p with sequence UCUCAGCUGCUGCCCUCUCCAG. The protein sequence of the target gene is MAHLKINGLVQIRSTNRSKHTRASQWKEAVIEIVERKQKVNLVVSFKLEERRRVFQLGDNVTGVVVSGELGLYHLDLTLRDDTSLLIDKLSSADVEHLKSFLDSSTPCESQQPMEPMSSQDDLESSDPFCGEHQEAACGSLNTTPESGTPLSRKMPLSMSNTTGGQKRGEKQGRKRKTEPSSSSAEVNKDIPKENTPDQKKKSRRYYSRNRGGKAEKAVTLREQEKRSNWKLEPAFNSKSYGRANLDGTILPIATCSDDRDVSIFGLEIITHNGVQSLPDPYLNQLKREGFPNLGNTCYM.... Result: 0 (no interaction). (3) The miRNA is hsa-let-7a-2-3p with sequence CUGUACAGCCUCCUAGCUUUCC. The protein sequence of the target gene is MNFNTILEEILIKRSQQKKKTSLLNYKERLCVLPKSVLSYYEGRAEKKYRKGVIDISKIKCVEIVKNDDGVIPCQNKFPFQVVHDANTLYIFAPSPQSRDRWVKKLKEEIKNNNNIMIKYHPKFWADGSYQCCRQTEKLAPGCEKYNLFESSIRKTLPPAPEIKKRRPPPPIPPEEENTEEIVVAMYDFQATEAHDLRLERGQEYIILEKNDLHWWRARDKYGSEGYIPSNYVTGKKSNNLDQYEWYCRNTNRSKAEQLLRTEDKEGGFMVRDSSQPGLYTVSLYTKFGGEGSSGFRHYH.... Result: 0 (no interaction). (4) The miRNA is hsa-miR-4422 with sequence AAAAGCAUCAGGAAGUACCCA. Result: 0 (no interaction). The protein sequence of the target gene is MKRLGSVQRKMPCVFVTEVKEEPSSKREHQPFKVLATETVSHKALDADIYSAIPTEKVDGTCCYVTTYKDQPYLWARLDRKPNKQAEKRFKNFLHSKENPKEFFWNVEEDFKPAPECWIPAKETEQINGNPVPDENGHIPGWVPVEKNNKQYCWHSSVVNYEFEIALVLKHHPDDSGLLEISAVPLSDLLEQTLELIGTNINGNPYGLGSKKHPLHLLIPHGAFQIRNLPSLKHNDLVSWFEDCKEGKIEGIVWHCSDGCLIKVHRHHLGLCWPIPDTYMNSRPVIINMNLNKCDSAFDI.... (5) The miRNA is mmu-miR-99a-5p with sequence AACCCGUAGAUCCGAUCUUGUG. The protein sequence of the target gene is MAPDPSRRLCLLLLLLLSCRLVPASADGNSLSPLNPLVWLWPPKTSDSLEGPVSKPQNSSPVQSTENPTTHVVPQDGLTEQQTTPASSELPPEEEEEEDQKAGQGGSPATPAVPIPLVAPAASPDMKEENVAGVGAKILNVAQGIRSFVQLWDEDSTIGHSAGTEVPDSSIPTVLPSPAELSSAPQGSKTTLWLSSAIPSSPDAQTTEAGTLAVPTQLPPFQSNLQAPLGRPSAPPDFPGRAFLSSSTDQGSSWGNQEPPRQPQHLEGKGFLPMTARSSQQHRHSDVHSDIHGHVPLLPL.... Result: 0 (no interaction). (6) The miRNA is hsa-miR-4798-5p with sequence UUCGGUAUACUUUGUGAAUUGG. The protein sequence of the target gene is MEDEVVRIAKKMDKMVQKKNAAGALDLLKELKNIPMTLELLQSTRIGMSVNALRKQSTDEEVTSLAKSLIKSWKKLLDGPSTDKDPEEKKKEPAISSQNSPEAREESSSSSNVSSRKDETNARDTYVSSFPRAPSTSDSVRLKCREMLAAALRTGDDYVAIGADEEELGSQIEEAIYQEIRNTDMKYKNRVRSRISNLKDAKNPNLRKNVLCGNIPPDLFARMTAEEMASDELKEMRKNLTKEAIREHQMAKTGGTQTDLFTCGKCKKKNCTYTQVQTRSADEPMTTFVVCNECGNRWKF.... Result: 0 (no interaction). (7) The miRNA is hsa-miR-5094 with sequence AAUCAGUGAAUGCCUUGAACCU. The protein sequence of the target gene is MSRRKQAKPQHLKSDEELLPPDGAPEHAAPGEGAEDADSGPESRSGGEETSVCEKCCAEFFKWADFLEHQRSCTKLPPVLIVHEDAPAPPPEDFPEPSPASSPSERAESEAAEEAGAEGAEGEARPVEKEAEPMDAEPAGDTRAPRPPPAAPAPPTPAYGAPSTNVTLEALLSTKVAVAQFSQGARAAGGSGAGGGVAAAAVPLILEQLMALQQQQIHQLQLIEQIRSQVALMQRPPPRPSLSPAAAPSAPGPAPSQLPGLAALPLSAGAPAAAIAGSGPAAPAAFEGAQPLSRPESGAS.... Result: 0 (no interaction). (8) The miRNA is hsa-miR-7157-5p with sequence UCAGCAUUCAUUGGCACCAGAGA. The protein sequence of the target gene is MRRFLLLYATQRGQAKAIAEEISEQAVSHGFSADLHCISESEKYDLKTETGPLVMVVSTTGTGDPPDTARKFVKEIHNKTLPTDYFAHLRYGLLGLGDSEYTYFCNGGKVIDKRLQELGAQRFYDTGHADDCVGLELVVEPWIDGLWAALTKHFKSLGGQENMSDTLSRASDAPLSTAMKPELLHIQSQVELLRLEDVGERDSELREQNETNRGQQGRIEDFDSSLVHSVPPLSQSSLSIPAVPPEYLEVHLQESLGQEENQASVPSGDPSFQVPISKAIRLTTNDAVKSTLLLELDISK.... Result: 0 (no interaction).